Dataset: Tox21: 12 toxicity assays (nuclear receptors and stress response pathways). Task: Binary classification across 12 toxicity assays. (1) The drug is CCN(CC)c1nc(C)cc(OP(=S)(OC)OC)n1. It tested positive (active) for: NR-AhR (Aryl hydrocarbon Receptor agonist activity), and NR-Aromatase (Aromatase enzyme inhibition). (2) The compound is O=C(O)CCCc1ccc(N(CCCl)CCCl)cc1. It tested positive (active) for: SR-ARE (Antioxidant Response Element (oxidative stress)), SR-ATAD5 (ATAD5 genotoxicity (DNA damage)), and SR-p53 (p53 tumor suppressor activation). (3) The molecule is CC(=O)[C@@]1(O)CC[C@H]2[C@@H]3C[C@H](C)C4=CC(=O)C=C[C@]4(C)[C@@]3(F)[C@@H](O)C[C@@]21C. It tested positive (active) for: NR-AR (Androgen Receptor agonist activity), and NR-AR-LBD (Androgen Receptor Ligand Binding Domain agonist). (4) The drug is C[C@]12CC[C@H]3[C@@H](CCC4=C(Cl)C(=O)CC[C@@]43C)[C@@H]1CC[C@@H]2O. It tested positive (active) for: NR-AR (Androgen Receptor agonist activity), NR-AR-LBD (Androgen Receptor Ligand Binding Domain agonist), NR-ER (Estrogen Receptor agonist activity), and NR-ER-LBD (Estrogen Receptor Ligand Binding Domain agonist). (5) The drug is CC(=O)OCC(=O)[C@@]1(O)[C@H](C)C[C@H]2[C@@H]3C[C@H](F)C4=CC(=O)C=C[C@]4(C)[C@H]3[C@@H](O)C[C@@]21C. It tested positive (active) for: NR-AR (Androgen Receptor agonist activity), and NR-AR-LBD (Androgen Receptor Ligand Binding Domain agonist). (6) The molecule is CCc1cc(Cl)c(OC)c(C(=O)NC[C@@H]2CCCN2CC)c1O. It tested positive (active) for: NR-Aromatase (Aromatase enzyme inhibition), and NR-ER (Estrogen Receptor agonist activity).